Dataset: Forward reaction prediction with 1.9M reactions from USPTO patents (1976-2016). Task: Predict the product of the given reaction. Given the reactants Br[CH2:2][C:3]1[C:8]([Br:9])=[CH:7][CH:6]=[CH:5][C:4]=1[N:10]1[C:14](=[O:15])[N:13]([CH3:16])[N:12]=[N:11]1.[CH3:17][O:18][C:19]1[CH:24]=[CH:23][C:22]([N:25]2[CH:29]=[CH:28][C:27]([OH:30])=[N:26]2)=[CH:21][CH:20]=1.C(=O)([O-])[O-].[K+].[K+].C(#N)C, predict the reaction product. The product is: [CH3:17][O:18][C:19]1[CH:20]=[CH:21][C:22]([N:25]2[CH:29]=[CH:28][C:27]([O:30][CH2:2][C:3]3[C:8]([Br:9])=[CH:7][CH:6]=[CH:5][C:4]=3[N:10]3[C:14](=[O:15])[N:13]([CH3:16])[N:12]=[N:11]3)=[N:26]2)=[CH:23][CH:24]=1.